Regression. Given two drug SMILES strings and cell line genomic features, predict the synergy score measuring deviation from expected non-interaction effect. From a dataset of NCI-60 drug combinations with 297,098 pairs across 59 cell lines. (1) Drug 1: CC(CN1CC(=O)NC(=O)C1)N2CC(=O)NC(=O)C2. Drug 2: CC1=C(C(=O)C2=C(C1=O)N3CC4C(C3(C2COC(=O)N)OC)N4)N. Cell line: MOLT-4. Synergy scores: CSS=80.1, Synergy_ZIP=-0.428, Synergy_Bliss=-1.10, Synergy_Loewe=-1.24, Synergy_HSA=2.48. (2) Drug 1: CC1=C2C(C(=O)C3(C(CC4C(C3C(C(C2(C)C)(CC1OC(=O)C(C(C5=CC=CC=C5)NC(=O)OC(C)(C)C)O)O)OC(=O)C6=CC=CC=C6)(CO4)OC(=O)C)OC)C)OC. Drug 2: CC1C(C(CC(O1)OC2CC(OC(C2O)C)OC3=CC4=CC5=C(C(=O)C(C(C5)C(C(=O)C(C(C)O)O)OC)OC6CC(C(C(O6)C)O)OC7CC(C(C(O7)C)O)OC8CC(C(C(O8)C)O)(C)O)C(=C4C(=C3C)O)O)O)O. Cell line: RXF 393. Synergy scores: CSS=22.5, Synergy_ZIP=-6.71, Synergy_Bliss=-6.92, Synergy_Loewe=-20.2, Synergy_HSA=-4.89. (3) Drug 1: C1=CC(=CC=C1CC(C(=O)O)N)N(CCCl)CCCl.Cl. Drug 2: C1=CN(C(=O)N=C1N)C2C(C(C(O2)CO)O)O.Cl. Cell line: EKVX. Synergy scores: CSS=24.9, Synergy_ZIP=-0.137, Synergy_Bliss=1.70, Synergy_Loewe=-8.61, Synergy_HSA=0.209. (4) Drug 1: COC1=C(C=C2C(=C1)N=CN=C2NC3=CC(=C(C=C3)F)Cl)OCCCN4CCOCC4. Drug 2: CN(C(=O)NC(C=O)C(C(C(CO)O)O)O)N=O. Cell line: SK-OV-3. Synergy scores: CSS=41.3, Synergy_ZIP=0.472, Synergy_Bliss=0.915, Synergy_Loewe=-33.5, Synergy_HSA=1.84. (5) Drug 1: C1=CC(=CC=C1CC(C(=O)O)N)N(CCCl)CCCl.Cl. Drug 2: C1=NC(=NC(=O)N1C2C(C(C(O2)CO)O)O)N. Cell line: RPMI-8226. Synergy scores: CSS=41.7, Synergy_ZIP=5.01, Synergy_Bliss=8.15, Synergy_Loewe=-4.96, Synergy_HSA=6.26. (6) Drug 1: CC1=C(C(CCC1)(C)C)C=CC(=CC=CC(=CC(=O)O)C)C. Drug 2: C(CCl)NC(=O)N(CCCl)N=O. Cell line: OVCAR-8. Synergy scores: CSS=4.08, Synergy_ZIP=-1.53, Synergy_Bliss=2.38, Synergy_Loewe=-0.184, Synergy_HSA=0.931. (7) Drug 1: CCN(CC)CCCC(C)NC1=C2C=C(C=CC2=NC3=C1C=CC(=C3)Cl)OC. Drug 2: CC1C(C(CC(O1)OC2CC(CC3=C2C(=C4C(=C3O)C(=O)C5=CC=CC=C5C4=O)O)(C(=O)C)O)N)O. Cell line: IGROV1. Synergy scores: CSS=52.7, Synergy_ZIP=-0.0361, Synergy_Bliss=1.49, Synergy_Loewe=-28.1, Synergy_HSA=0.274. (8) Drug 1: C1CCC(C1)C(CC#N)N2C=C(C=N2)C3=C4C=CNC4=NC=N3. Drug 2: CS(=O)(=O)OCCCCOS(=O)(=O)C. Cell line: OVCAR-4. Synergy scores: CSS=-6.03, Synergy_ZIP=-0.00379, Synergy_Bliss=-6.37, Synergy_Loewe=-6.71, Synergy_HSA=-7.43. (9) Drug 1: CC1=C(C=C(C=C1)NC(=O)C2=CC=C(C=C2)CN3CCN(CC3)C)NC4=NC=CC(=N4)C5=CN=CC=C5. Drug 2: CC=C1C(=O)NC(C(=O)OC2CC(=O)NC(C(=O)NC(CSSCCC=C2)C(=O)N1)C(C)C)C(C)C. Cell line: LOX IMVI. Synergy scores: CSS=21.5, Synergy_ZIP=-1.18, Synergy_Bliss=-4.32, Synergy_Loewe=-44.2, Synergy_HSA=-3.98.